Task: Predict which catalyst facilitates the given reaction.. Dataset: Catalyst prediction with 721,799 reactions and 888 catalyst types from USPTO (1) Reactant: [CH3:1][N:2]([CH2:7][C:8](=[N:16][NH2:17])[C:9]1[CH:14]=[CH:13][C:12]([Cl:15])=[CH:11][CH:10]=1)[C:3](OC)=[O:4].CC(C)([O-])C.[K+]. Product: [Cl:15][C:12]1[CH:13]=[CH:14][C:9]([C:8]2[CH2:7][N:2]([CH3:1])[C:3](=[O:4])[NH:17][N:16]=2)=[CH:10][CH:11]=1. The catalyst class is: 7. (2) Reactant: [OH:1][C:2]1[CH:7]=[C:6]([O:8][CH3:9])[CH:5]=[CH:4][C:3]=1[C:10](=[O:13])[CH2:11][CH3:12].C(=O)([O-])[O-].[K+].[K+].Br[CH2:21][CH2:22][O:23][CH3:24]. Product: [CH3:9][O:8][C:6]1[CH:5]=[CH:4][C:3]([C:10](=[O:13])[CH2:11][CH3:12])=[C:2]([O:1][CH2:21][CH2:22][O:23][CH3:24])[CH:7]=1. The catalyst class is: 3.